From a dataset of Forward reaction prediction with 1.9M reactions from USPTO patents (1976-2016). Predict the product of the given reaction. (1) Given the reactants [O:1]=[C:2]1[CH:7]([NH:8][C:9](=[O:15])[O:10][C:11]([CH3:14])([CH3:13])[CH3:12])[CH2:6][CH2:5][CH2:4][NH:3]1.[H-].[Na+].I[CH3:19].O, predict the reaction product. The product is: [CH3:19][N:3]1[CH2:4][CH2:5][CH2:6][CH:7]([NH:8][C:9](=[O:15])[O:10][C:11]([CH3:12])([CH3:14])[CH3:13])[C:2]1=[O:1]. (2) Given the reactants Br[C:2]1[CH:3]=[CH:4][C:5]([F:16])=[C:6]([CH:15]=1)[O:7][CH2:8][C:9]([NH:11][CH:12]1[CH2:14][CH2:13]1)=[O:10].[B:17]1([B:17]2[O:21][C:20]([CH3:23])([CH3:22])[C:19]([CH3:25])([CH3:24])[O:18]2)[O:21][C:20]([CH3:23])([CH3:22])[C:19]([CH3:25])([CH3:24])[O:18]1.C([O-])(=O)C.[K+], predict the reaction product. The product is: [CH:12]1([NH:11][C:9](=[O:10])[CH2:8][O:7][C:6]2[CH:15]=[C:2]([B:17]3[O:21][C:20]([CH3:23])([CH3:22])[C:19]([CH3:25])([CH3:24])[O:18]3)[CH:3]=[CH:4][C:5]=2[F:16])[CH2:14][CH2:13]1. (3) Given the reactants [CH:1]1([NH:7][C:8]2[C:13](CC(C)C)=[CH:12][C:11](CC(C)C)=[C:10]([NH:22][CH:23]3[CH2:28][CH2:27][CH2:26][CH2:25][CH2:24]3)[CH:9]=2)[CH2:6][CH2:5][CH2:4][CH2:3][CH2:2]1.C1(NC2C(CC(C)C)=CC(C=C(C)C)=C(NC3CCCCC3)C=2)CCCCC1, predict the reaction product. The product is: [CH:23]1([NH:22][C:10]2[CH:11]=[CH:12][CH:13]=[C:8]([NH:7][CH:1]3[CH2:6][CH2:5][CH2:4][CH2:3][CH2:2]3)[CH:9]=2)[CH2:28][CH2:27][CH2:26][CH2:25][CH2:24]1. (4) The product is: [NH3:6].[CH2:29]([N:26]([CH2:27][CH3:28])[C:24]([CH:23]([C:31]1[CH:36]=[CH:35][CH:34]=[CH:33][CH:32]=1)[N:16]1[CH2:15][CH2:14][N:13]([C:10]2[CH:11]=[CH:12][C:7]([NH:6][C:4](=[O:5])[CH:3]([CH2:1][CH3:2])[CH2:20][CH3:21])=[CH:8][C:9]=2[F:19])[CH2:18][CH2:17]1)=[O:25])[CH3:30]. Given the reactants [CH2:1]([CH:3]([CH2:20][CH3:21])[C:4]([NH:6][C:7]1[CH:12]=[CH:11][C:10]([N:13]2[CH2:18][CH2:17][NH:16][CH2:15][CH2:14]2)=[C:9]([F:19])[CH:8]=1)=[O:5])[CH3:2].Br[CH:23]([C:31]1[CH:36]=[CH:35][CH:34]=[CH:33][CH:32]=1)[C:24]([N:26]([CH2:29][CH3:30])[CH2:27][CH3:28])=[O:25].C([O-])([O-])=O.[Na+].[Na+], predict the reaction product. (5) Given the reactants C(=O)([O-])[O-].[Cs+].[Cs+].[NH2:7][C:8]1[CH:17]=[CH:16][CH:15]=[CH:14][C:9]=1[C:10]([NH:12][CH3:13])=[O:11].[Cl:18][C:19]1[CH:24]=[C:23](I)[C:22]([F:26])=[CH:21][N:20]=1, predict the reaction product. The product is: [Cl:18][C:19]1[CH:24]=[C:23]([NH:7][C:8]2[CH:17]=[CH:16][CH:15]=[CH:14][C:9]=2[C:10]([NH:12][CH3:13])=[O:11])[C:22]([F:26])=[CH:21][N:20]=1. (6) The product is: [Cl:30][C:31]1[C:32]([O:41][C:42]2[CH:47]=[CH:46][C:45]([O:48][C:19]([N:16]3[CH2:15][CH2:14][CH:13]([O:12][C:11]4[CH:10]=[CH:9][C:8]([CH2:7][C:5]([O:4][CH2:1][CH:2]=[CH2:3])=[O:6])=[CH:28][CH:27]=4)[CH2:18][CH2:17]3)=[O:20])=[CH:44][CH:43]=2)=[N:33][CH:34]=[C:35]([C:37]([F:40])([F:38])[F:39])[CH:36]=1. Given the reactants [CH2:1]([O:4][C:5]([CH2:7][C:8]1[CH:28]=[CH:27][C:11]([O:12][CH:13]2[CH2:18][CH2:17][N:16]([C:19](N3C=C[N+](C)=C3)=[O:20])[CH2:15][CH2:14]2)=[CH:10][CH:9]=1)=[O:6])[CH:2]=[CH2:3].[I-].[Cl:30][C:31]1[C:32]([O:41][C:42]2[CH:47]=[CH:46][C:45]([OH:48])=[CH:44][CH:43]=2)=[N:33][CH:34]=[C:35]([C:37]([F:40])([F:39])[F:38])[CH:36]=1, predict the reaction product. (7) Given the reactants [N:1]1([C:7]2[CH:12]=[CH:11][C:10]([N:13]3[CH:18]=[CH:17][CH:16]=[CH:15][C:14]3=[O:19])=[CH:9][CH:8]=2)[CH2:6][CH2:5][NH:4][CH2:3][CH2:2]1.CC1C=CC(S(O[CH2:31][CH2:32][CH2:33][C:34]2[C:42]3[C:37](=[CH:38][CH:39]=[C:40]([C:43]#[N:44])[CH:41]=3)[NH:36][CH:35]=2)(=O)=O)=CC=1.C(=O)([O-])[O-].[K+].[K+].[I-].[K+], predict the reaction product. The product is: [O:19]=[C:14]1[CH:15]=[CH:16][CH:17]=[CH:18][N:13]1[C:10]1[CH:9]=[CH:8][C:7]([N:1]2[CH2:6][CH2:5][N:4]([CH2:31][CH2:32][CH2:33][C:34]3[C:42]4[C:37](=[CH:38][CH:39]=[C:40]([C:43]#[N:44])[CH:41]=4)[NH:36][CH:35]=3)[CH2:3][CH2:2]2)=[CH:12][CH:11]=1.